This data is from Reaction yield outcomes from USPTO patents with 853,638 reactions. The task is: Predict the reaction yield, written as a fraction of the theoretical maximum amount of product (1.0 means a 100% yield; for example, 0.34 means a 34% yield). (1) The product is [Br:17][C:18]1[S:22][C:21]([S:23]([N:8]2[CH2:7][CH2:6][N:5]([C:9]([C:11]3[CH:16]=[CH:15][CH:14]=[CH:13][CH:12]=3)=[O:10])[CH2:4][C@H:3]2[CH3:2])(=[O:25])=[O:24])=[CH:20][CH:19]=1. The reactants are Cl.[CH3:2][C@H:3]1[NH:8][CH2:7][CH2:6][N:5]([C:9]([C:11]2[CH:16]=[CH:15][CH:14]=[CH:13][CH:12]=2)=[O:10])[CH2:4]1.[Br:17][C:18]1[S:22][C:21]([S:23](Cl)(=[O:25])=[O:24])=[CH:20][CH:19]=1. The yield is 1.00. The catalyst is C(N(CC)CC)C.O1CCCC1. (2) The reactants are Br[C:2]1[C:3]([N:24]2[CH2:29][CH2:28][CH2:27][C@@H:26]([NH:30][C:31]([O:33][C:34]([CH3:37])([CH3:36])[CH3:35])=[O:32])[CH2:25]2)=[C:4]2[C:10]([NH:11][C:12]([CH:14]3[CH2:16][CH2:15]3)=[O:13])=[CH:9][N:8]([C:17]([O:19][C:20]([CH3:23])([CH3:22])[CH3:21])=[O:18])[C:5]2=[N:6][CH:7]=1.[C:38](=O)([O-])[O-].[K+].[K+].CB1OB(C)OB(C)O1.CC#N.O. The product is [C:34]([O:33][C:31]([NH:30][C@@H:26]1[CH2:27][CH2:28][CH2:29][N:24]([C:3]2[C:2]([CH3:38])=[CH:7][N:6]=[C:5]3[N:8]([C:17]([O:19][C:20]([CH3:22])([CH3:21])[CH3:23])=[O:18])[CH:9]=[C:10]([NH:11][C:12]([CH:14]4[CH2:16][CH2:15]4)=[O:13])[C:4]=23)[CH2:25]1)=[O:32])([CH3:36])([CH3:37])[CH3:35]. The catalyst is O1CCOCC1.C1C=CC([P]([Pd]([P](C2C=CC=CC=2)(C2C=CC=CC=2)C2C=CC=CC=2)([P](C2C=CC=CC=2)(C2C=CC=CC=2)C2C=CC=CC=2)[P](C2C=CC=CC=2)(C2C=CC=CC=2)C2C=CC=CC=2)(C2C=CC=CC=2)C2C=CC=CC=2)=CC=1. The yield is 0.550.